From a dataset of Full USPTO retrosynthesis dataset with 1.9M reactions from patents (1976-2016). Predict the reactants needed to synthesize the given product. (1) Given the product [CH3:31][O:30][CH:25]([O:28][CH3:29])[C:7]1[CH:6]=[C:5]([O:4][CH3:3])[C:12]([O:13][CH3:14])=[C:11]([O:15][CH3:16])[CH:10]=1, predict the reactants needed to synthesize it. The reactants are: [Cl-].[NH4+].[CH3:3][O:4][C:5]1[CH:6]=[C:7]([CH:10]=[C:11]([O:15][CH3:16])[C:12]=1[O:13][CH3:14])C=O.CCN(CC)CC.O.[CH:25]([O:30][CH3:31])([O:28][CH3:29])OC. (2) The reactants are: [CH2:1]([N:3]([CH2:30][CH3:31])[C:4]1[CH:5]=[C:6]([CH:27]=[CH:28][CH:29]=1)[O:7][C:8]1[CH:13]=[CH:12][CH:11]=[CH:10][C:9]=1[NH:14][S:15]([C:18]1[CH:26]=[CH:25][C:21]([C:22](O)=[O:23])=[CH:20][CH:19]=1)(=[O:17])=[O:16])[CH3:2].[N:32]1([CH:38]2[CH2:43][CH2:42][N:41]([C:44]3[CH:49]=[CH:48][C:47]([NH2:50])=[CH:46][CH:45]=3)[CH2:40][CH2:39]2)[CH2:37][CH2:36][CH2:35][CH2:34][CH2:33]1. Given the product [N:32]1([CH:38]2[CH2:43][CH2:42][N:41]([C:44]3[CH:45]=[CH:46][C:47]([NH:50][C:22](=[O:23])[C:21]4[CH:20]=[CH:19][C:18]([S:15](=[O:17])(=[O:16])[NH:14][C:9]5[CH:10]=[CH:11][CH:12]=[CH:13][C:8]=5[O:7][C:6]5[CH:27]=[CH:28][CH:29]=[C:4]([N:3]([CH2:30][CH3:31])[CH2:1][CH3:2])[CH:5]=5)=[CH:26][CH:25]=4)=[CH:48][CH:49]=3)[CH2:40][CH2:39]2)[CH2:33][CH2:34][CH2:35][CH2:36][CH2:37]1, predict the reactants needed to synthesize it. (3) Given the product [CH2:19]([N:11]([C:9]([O:8][CH2:1][C:2]1[CH:3]=[CH:4][CH:5]=[CH:6][CH:7]=1)=[O:10])[CH2:12][CH2:13][C:14]([OH:16])=[O:15])[C:20]1[CH:25]=[CH:24][CH:23]=[CH:22][CH:21]=1, predict the reactants needed to synthesize it. The reactants are: [CH2:1]([O:8][C:9]([NH:11][CH2:12][CH2:13][C:14]([OH:16])=[O:15])=[O:10])[C:2]1[CH:7]=[CH:6][CH:5]=[CH:4][CH:3]=1.[H-].[Na+].[CH2:19](Br)[C:20]1[CH:25]=[CH:24][CH:23]=[CH:22][CH:21]=1. (4) Given the product [CH3:19][O:20][CH2:21][N:12]([C:7]1[C:8]2[CH2:9][CH2:10][CH2:11][C:2](=[O:1])[C:3]=2[CH:4]=[CH:5][CH:6]=1)[S:13]([CH3:16])(=[O:15])=[O:14], predict the reactants needed to synthesize it. The reactants are: [O:1]=[C:2]1[CH2:11][CH2:10][CH2:9][C:8]2[C:7]([NH:12][S:13]([CH3:16])(=[O:15])=[O:14])=[CH:6][CH:5]=[CH:4][C:3]1=2.[H-].[Na+].[CH3:19][O:20][CH2:21]Cl.O.